From a dataset of Full USPTO retrosynthesis dataset with 1.9M reactions from patents (1976-2016). Predict the reactants needed to synthesize the given product. (1) Given the product [OH:22][C:9]12[CH2:13][CH:5]3[CH2:6][CH:7]([CH2:12][CH:11]([C:4]3([CH:1]([CH3:3])[CH3:2])[O:14][C:15](=[O:18])[CH:16]=[CH2:17])[CH2:10]1)[CH2:8]2, predict the reactants needed to synthesize it. The reactants are: [CH:1]([C:4]1([O:14][C:15](=[O:18])[CH:16]=[CH2:17])[CH:11]2[CH2:12][CH:7]3[CH2:8][CH:9]([CH2:13][CH:5]1[CH2:6]3)[CH2:10]2)([CH3:3])[CH3:2].C(OC(C12CC3CC(CC(C3)C1)C2)(C)C(C)C)(=[O:22])C=C. (2) Given the product [F:1][C:2]1[N:20]=[CH:19][C:5]2[CH2:6][CH2:7][CH:8]3[CH2:15][CH2:14][CH:13]([C:16]([Cl:23])=[O:17])[CH2:12][N:9]3[C:10](=[O:11])[C:4]=2[CH:3]=1, predict the reactants needed to synthesize it. The reactants are: [F:1][C:2]1[N:20]=[CH:19][C:5]2[CH2:6][CH2:7][CH:8]3[CH2:15][CH2:14][CH:13]([C:16](O)=[O:17])[CH2:12][N:9]3[C:10](=[O:11])[C:4]=2[CH:3]=1.S(Cl)([Cl:23])=O.C1(C)C=CC=CC=1.